Dataset: Reaction yield outcomes from USPTO patents with 853,638 reactions. Task: Predict the reaction yield, written as a fraction of the theoretical maximum amount of product (1.0 means a 100% yield; for example, 0.34 means a 34% yield). (1) The reactants are C[O:2][C:3]([C:5]1[S:6][C:7]([C:28]#[C:29][C:30]([CH3:33])([CH3:32])[CH3:31])=[CH:8][C:9]=1[N:10]([C:18](=[O:27])[C:19]1[CH:24]=[CH:23][C:22]([CH3:25])=[CH:21][C:20]=1[CH3:26])[C@H:11]1[CH2:16][CH2:15][C@H:14]([OH:17])[CH2:13][CH2:12]1)=[O:4].C1COCC1.[H-].[OH-].[Li+].Cl. The catalyst is O.CO. The product is [CH3:26][C:20]1[CH:21]=[C:22]([CH3:25])[CH:23]=[CH:24][C:19]=1[C:18]([N:10]([C@H:11]1[CH2:12][CH2:13][C@H:14]([OH:17])[CH2:15][CH2:16]1)[C:9]1[CH:8]=[C:7]([C:28]#[C:29][C:30]([CH3:33])([CH3:32])[CH3:31])[S:6][C:5]=1[C:3]([OH:4])=[O:2])=[O:27]. The yield is 0.450. (2) The reactants are [CH3:1][C:2]1[S:6][C:5]([CH:7]=O)=[CH:4][CH:3]=1.[CH2:9]([O:11][C:12](=[O:24])[NH:13][C:14]1[CH:19]=[CH:18][C:17]([NH2:20])=[CH:16][C:15]=1[N+:21]([O-])=O)[CH3:10].[BH3-][C:26]#N.[Na+].C=O.Cl.C(=O)(O)[O-].[Na+]. The catalyst is CC1C=CC=CC=1C.CC(O)=O.[Fe].CCOC(C)=O. The product is [CH2:9]([O:11][C:12](=[O:24])[NH:13][C:14]1[CH:19]=[CH:18][C:17]([N:20]([CH2:7][C:5]2[S:6][C:2]([CH3:1])=[CH:3][CH:4]=2)[CH3:26])=[CH:16][C:15]=1[NH2:21])[CH3:10]. The yield is 0.450. (3) The reactants are O(CC)[C:2]([S-])=[S:3].[K+].[NH2:8][C:9]1[CH:14]=[C:13]([Br:15])[CH:12]=[CH:11][C:10]=1[OH:16]. The catalyst is CCO. The product is [Br:15][C:13]1[CH:12]=[CH:11][C:10]2[O:16][C:2](=[S:3])[NH:8][C:9]=2[CH:14]=1. The yield is 0.900. (4) The reactants are N[C:2]1[CH:3]=[C:4]([CH:9]=[C:10]([N+:12]([O-:14])=[O:13])[CH:11]=1)[C:5]([O:7][CH3:8])=[O:6].N([O-])=O.[Na+].[BrH:19]. The catalyst is O.[Cu]Br. The product is [Br:19][C:2]1[CH:3]=[C:4]([CH:9]=[C:10]([N+:12]([O-:14])=[O:13])[CH:11]=1)[C:5]([O:7][CH3:8])=[O:6]. The yield is 0.670.